Dataset: Reaction yield outcomes from USPTO patents with 853,638 reactions. Task: Predict the reaction yield, written as a fraction of the theoretical maximum amount of product (1.0 means a 100% yield; for example, 0.34 means a 34% yield). (1) The reactants are Cl[CH2:2][C:3]1[C:4]([S:9][CH:10]2[CH2:13][CH2:12][CH2:11]2)=[N:5][CH:6]=[CH:7][CH:8]=1.C([O:16][C:17](=[O:29])[CH:18]([CH3:28])[CH2:19][C:20]1[CH:25]=[CH:24][C:23]([OH:26])=[C:22]([Cl:27])[CH:21]=1)C. No catalyst specified. The product is [Cl:27][C:22]1[CH:21]=[C:20]([CH2:19][CH:18]([CH3:28])[C:17]([OH:29])=[O:16])[CH:25]=[CH:24][C:23]=1[O:26][CH2:2][C:3]1[C:4]([S:9][CH:10]2[CH2:13][CH2:12][CH2:11]2)=[N:5][CH:6]=[CH:7][CH:8]=1. The yield is 0.810. (2) The reactants are Br[C:2]1[C:3]([O:23][CH3:24])=[C:4]([CH:10]([N:12]2[C:16]3=[N:17][CH:18]=[N:19][C:20]([NH2:21])=[C:15]3[C:14]([CH3:22])=[N:13]2)[CH3:11])[CH:5]=[C:6]([Cl:9])[C:7]=1[CH3:8].[CH:25]1([B-](F)(F)F)[CH2:27][CH2:26]1.[K+].P([O-])([O-])([O-])=O.[K+].[K+].[K+]. The catalyst is C1C=CC([P]([Pd]([P](C2C=CC=CC=2)(C2C=CC=CC=2)C2C=CC=CC=2)([P](C2C=CC=CC=2)(C2C=CC=CC=2)C2C=CC=CC=2)[P](C2C=CC=CC=2)(C2C=CC=CC=2)C2C=CC=CC=2)(C2C=CC=CC=2)C2C=CC=CC=2)=CC=1.C1(C)C=CC=CC=1. The product is [Cl:9][C:6]1[C:7]([CH3:8])=[C:2]([CH:25]2[CH2:27][CH2:26]2)[C:3]([O:23][CH3:24])=[C:4]([CH:10]([N:12]2[C:16]3=[N:17][CH:18]=[N:19][C:20]([NH2:21])=[C:15]3[C:14]([CH3:22])=[N:13]2)[CH3:11])[CH:5]=1. The yield is 0.0800. (3) The reactants are C([O:8][N:9]1[C:15](=[O:16])[N:14]2[CH2:17][C@H:10]1[CH2:11][CH2:12][C@H:13]2[C:18]([NH:20][O:21][C@@H:22]1[CH2:26][C:25](=[O:27])[NH:24][CH2:23]1)=[O:19])C1C=CC=CC=1.[H][H]. The catalyst is CO.[Pd]. The product is [OH:8][N:9]1[C:15](=[O:16])[N:14]2[CH2:17][C@H:10]1[CH2:11][CH2:12][C@H:13]2[C:18]([NH:20][O:21][C@@H:22]1[CH2:26][C:25](=[O:27])[NH:24][CH2:23]1)=[O:19]. The yield is 0.930.